From a dataset of Forward reaction prediction with 1.9M reactions from USPTO patents (1976-2016). Predict the product of the given reaction. (1) Given the reactants [C:1]([NH:4][CH:5]1[CH2:10][C:9]2[CH:11]=[CH:12][CH:13]=[C:14]([C:15]([OH:17])=[O:16])[C:8]=2[O:7][B:6]1[OH:18])(=[O:3])[CH3:2].[CH2:19](O)[CH2:20][CH3:21], predict the reaction product. The product is: [CH2:19]([O:16][C:15]([C:14]1[C:8]2[O:7][B:6]([OH:18])[CH:5]([NH:4][C:1](=[O:3])[CH3:2])[CH2:10][C:9]=2[CH:11]=[CH:12][CH:13]=1)=[O:17])[CH2:20][CH3:21]. (2) The product is: [Br:1][C:2]1[CH:7]=[CH:6][C:5]([S:8]([NH:12][CH2:13][C:14]2[CH:15]=[CH:16][C:17]([C:18]([OH:20])=[O:19])=[CH:21][CH:22]=2)(=[O:10])=[O:9])=[CH:4][CH:3]=1. Given the reactants [Br:1][C:2]1[CH:7]=[CH:6][C:5]([S:8](Cl)(=[O:10])=[O:9])=[CH:4][CH:3]=1.[NH2:12][CH2:13][C:14]1[CH:22]=[CH:21][C:17]([C:18]([OH:20])=[O:19])=[CH:16][CH:15]=1.Cl, predict the reaction product.